From a dataset of Forward reaction prediction with 1.9M reactions from USPTO patents (1976-2016). Predict the product of the given reaction. (1) Given the reactants [OH-].[Na+].[F:3][C:4]1[CH:5]=[C:6]([C@@H:11]2[CH2:13][C@H:12]2[C:14]([O:16]CC)=[O:15])[CH:7]=[CH:8][C:9]=1[F:10], predict the reaction product. The product is: [F:3][C:4]1[CH:5]=[C:6]([C@@H:11]2[CH2:13][C@H:12]2[C:14]([OH:16])=[O:15])[CH:7]=[CH:8][C:9]=1[F:10]. (2) Given the reactants [F:1][C:2]1[CH:10]=[CH:9][C:8]2[C:4](=[CH:5][NH:6][N:7]=2)[C:3]=1[C:11]([O:13][CH3:14])=[O:12].F[B-](F)(F)F.[CH3:20][O+](C)C, predict the reaction product. The product is: [F:1][C:2]1[CH:10]=[CH:9][C:8]2[C:4](=[CH:5][N:6]([CH3:20])[N:7]=2)[C:3]=1[C:11]([O:13][CH3:14])=[O:12]. (3) Given the reactants [CH2:1]([O:3][C:4]1[NH:8][N:7]=[C:6]([NH:9][C:10]2[C:15]([N+:16]([O-])=O)=[CH:14][CH:13]=[C:12]([NH:19][C@H:20]([C:22]3[CH:27]=[CH:26][C:25]([F:28])=[CH:24][N:23]=3)[CH3:21])[N:11]=2)[CH:5]=1)[CH3:2].[CH2:29](O)C.C(O)(=O)C.C(N)=N.C(OCC)(=O)C, predict the reaction product. The product is: [CH2:1]([O:3][C:4]1[NH:8][N:7]=[C:6]([N:9]2[C:10]3=[N:11][C:12]([NH:19][C@H:20]([C:22]4[CH:27]=[CH:26][C:25]([F:28])=[CH:24][N:23]=4)[CH3:21])=[CH:13][CH:14]=[C:15]3[N:16]=[CH:29]2)[CH:5]=1)[CH3:2]. (4) Given the reactants [Cl:1][C:2]1[CH:7]=[CH:6][C:5](/[CH:8]=[CH:9]/[C:10]([OH:12])=O)=[C:4]([CH2:13][N:14]2[N:18]=[N:17][C:16]([CH3:19])=[N:15]2)[CH:3]=1.[N:20]1[N:21]([CH:25]2[CH2:30][CH2:29][NH:28][CH2:27][CH2:26]2)[N:22]=[CH:23][CH:24]=1.CCN(C(C)C)C(C)C.C(P1(=O)OP(CCC)(=O)OP(CCC)(=O)O1)CC, predict the reaction product. The product is: [N:20]1[N:21]([CH:25]2[CH2:30][CH2:29][N:28]([C:10](=[O:12])/[CH:9]=[CH:8]/[C:5]3[CH:6]=[CH:7][C:2]([Cl:1])=[CH:3][C:4]=3[CH2:13][N:14]3[N:18]=[N:17][C:16]([CH3:19])=[N:15]3)[CH2:27][CH2:26]2)[N:22]=[CH:23][CH:24]=1. (5) Given the reactants [CH3:1][O:2][C:3]([C:5]1[C@H:6]([C:18]2[CH:23]=[CH:22][C:21]([F:24])=[CH:20][C:19]=2[Cl:25])[N:7]=[C:8]([C:13]2[S:14][CH:15]=[CH:16][N:17]=2)[NH:9][C:10]=1[CH2:11]Br)=[O:4].[F:26][C:27]1([F:35])[CH2:31][NH:30][C@H:29]([C:32]([OH:34])=[O:33])[CH2:28]1.CCN(C(C)C)C(C)C, predict the reaction product. The product is: [CH3:1][O:2][C:3]([C:5]1[C@H:6]([C:18]2[CH:23]=[CH:22][C:21]([F:24])=[CH:20][C:19]=2[Cl:25])[N:7]=[C:8]([C:13]2[S:14][CH:15]=[CH:16][N:17]=2)[NH:9][C:10]=1[CH2:11][N:30]1[CH2:31][C:27]([F:35])([F:26])[CH2:28][C@H:29]1[C:32]([OH:34])=[O:33])=[O:4]. (6) Given the reactants [OH:1][C:2]1[CH:9]=[CH:8][C:5]([CH:6]=[O:7])=[CH:4][C:3]=1[N+:10]([O-:12])=[O:11].C(=O)([O-])[O-].[K+].[K+].Br[CH:20]([CH3:22])[CH3:21].[I-].[Na+], predict the reaction product. The product is: [CH:20]([O:1][C:2]1[CH:9]=[CH:8][C:5]([CH:6]=[O:7])=[CH:4][C:3]=1[N+:10]([O-:12])=[O:11])([CH3:22])[CH3:21].